This data is from Forward reaction prediction with 1.9M reactions from USPTO patents (1976-2016). The task is: Predict the product of the given reaction. (1) The product is: [CH3:11][S:12]([O:10][CH2:9][CH2:8][C:3]1([CH2:1][CH3:2])[O:7][CH2:6][CH2:5][O:4]1)(=[O:14])=[O:13]. Given the reactants [CH2:1]([C:3]1([CH2:8][CH2:9][OH:10])[O:7][CH2:6][CH2:5][O:4]1)[CH3:2].[CH3:11][S:12](Cl)(=[O:14])=[O:13], predict the reaction product. (2) Given the reactants Cl.[Cl:2][C:3]1[CH:8]=[CH:7][N:6]=[C:5]([C:9](Cl)=[O:10])[CH:4]=1.[CH3:12][N:13]([CH3:15])[NH2:14].C(N(CC)C(C)C)(C)C, predict the reaction product. The product is: [Cl:2][C:3]1[CH:8]=[CH:7][N:6]=[C:5]([C:9]([NH:14][N:13]([CH3:15])[CH3:12])=[O:10])[CH:4]=1. (3) The product is: [N:1]1([CH2:10][CH2:11][OH:12])[C:5]2[CH:6]=[CH:7][CH:8]=[CH:9][C:4]=2[N:3]=[CH:2]1. Given the reactants [N:1]1[C:5]2[CH:6]=[CH:7][CH:8]=[CH:9][C:4]=2[NH:3][CH:2]=1.[CH2:10]1[O:12][CH2:11]1, predict the reaction product. (4) Given the reactants [CH:1]1([NH:6][C:7]2[C:8]3[N:9]([C:13]([C:24]4[CH:29]=[CH:28][N:27]=[C:26]([NH:30][CH:31]5[CH2:35][CH2:34][CH2:33][CH2:32]5)[N:25]=4)=[C:14]([C:16]4[CH:23]=[CH:22][C:19]([C:20]#[N:21])=[CH:18][CH:17]=4)[N:15]=3)[CH:10]=[CH:11][CH:12]=2)[CH2:5][CH2:4][CH2:3][CH2:2]1.[OH-:36].[NH4+].[O:38]1CCCC1.C[OH:44], predict the reaction product. The product is: [OH:36][OH:44].[CH:1]1([NH:6][C:7]2[C:8]3[N:9]([C:13]([C:24]4[CH:29]=[CH:28][N:27]=[C:26]([NH:30][CH:31]5[CH2:35][CH2:34][CH2:33][CH2:32]5)[N:25]=4)=[C:14]([C:16]4[CH:17]=[CH:18][C:19]([C:20]([NH2:21])=[O:38])=[CH:22][CH:23]=4)[N:15]=3)[CH:10]=[CH:11][CH:12]=2)[CH2:5][CH2:4][CH2:3][CH2:2]1.